The task is: Predict the reactants needed to synthesize the given product.. This data is from Full USPTO retrosynthesis dataset with 1.9M reactions from patents (1976-2016). (1) Given the product [Cl:23][C:24]1[CH:32]=[CH:31][CH:30]=[CH:29][C:25]=1[C:26]([NH:13][C@@H:10]1[CH2:11][CH2:12][C@@H:9]1[C:4]1[CH:5]=[CH:6][CH:7]=[CH:8][C:3]=1[C:2]([F:14])([F:15])[F:1])=[O:27], predict the reactants needed to synthesize it. The reactants are: [F:1][C:2]([F:15])([F:14])[C:3]1[CH:8]=[CH:7][CH:6]=[CH:5][C:4]=1[CH:9]1[CH2:12][CH2:11][CH:10]1[NH2:13].C(N(CC)CC)C.[Cl:23][C:24]1[CH:32]=[CH:31][CH:30]=[CH:29][C:25]=1[C:26](O)=[O:27].CN(C(ON1N=NC2C=CC=NC1=2)=[N+](C)C)C.F[P-](F)(F)(F)(F)F. (2) Given the product [N+:1]([CH:4]1[CH2:9][C:8]([CH:10]=[CH:13][C:14]([OH:16])=[O:15])=[CH:7][CH2:6][CH2:5]1)([O-:3])=[O:2], predict the reactants needed to synthesize it. The reactants are: [N+:1]([CH:4]1[CH2:9][C:8]([CH:10]=O)=[CH:7][CH2:6][CH2:5]1)([O-:3])=[O:2].C(O)(=O)[CH2:13][C:14]([OH:16])=[O:15].Cl. (3) Given the product [F:28][C:27]1[C:26]([CH3:29])=[CH:25][C:24]([NH:17][C@H:12]([CH2:11][CH2:10][CH2:9][CH2:8][O:7][CH2:6][C:5]2[CH:18]=[CH:19][C:2]([F:1])=[C:3]([CH3:20])[CH:4]=2)[C:13]([O:15][CH3:16])=[O:14])=[CH:23][C:22]=1[CH3:21], predict the reactants needed to synthesize it. The reactants are: [F:1][C:2]1[CH:19]=[CH:18][C:5]([CH2:6][O:7][CH2:8][CH2:9][CH2:10][CH2:11][C@@H:12]([NH2:17])[C:13]([O:15][CH3:16])=[O:14])=[CH:4][C:3]=1[CH3:20].[CH3:21][C:22]1[CH:23]=[C:24](B(O)O)[CH:25]=[C:26]([CH3:29])[C:27]=1[F:28].C(N(CC)CC)C.